Predict the reactants needed to synthesize the given product. From a dataset of Full USPTO retrosynthesis dataset with 1.9M reactions from patents (1976-2016). (1) Given the product [OH2:3].[OH:17][C:13]1[CH:12]=[C:11]([C:9]2[N:8]=[N:7][N:6]([CH2:5][C:4]([OH:18])=[O:3])[CH:10]=2)[CH:16]=[CH:15][CH:14]=1, predict the reactants needed to synthesize it. The reactants are: C([O:3][C:4](=[O:18])[CH2:5][N:6]1[CH:10]=[C:9]([C:11]2[CH:16]=[CH:15][CH:14]=[C:13]([OH:17])[CH:12]=2)[N:8]=[N:7]1)C.[OH-].[Na+]. (2) The reactants are: C(N1C=CN=C1)(N1C=CN=C1)=O.[S:13]1[N:17]=[CH:16][C:15]([C:18](O)=O)=[N:14]1.[F:21][C:22]1[CH:27]=[CH:26][C:25]([C:28]([C:33]2[CH:34]=[N:35][C:36]([F:39])=[CH:37][CH:38]=2)([NH2:32])[C@@H:29]([NH2:31])[CH3:30])=[CH:24][CH:23]=1.[Yb]. Given the product [F:21][C:22]1[CH:23]=[CH:24][C:25]([C:28]2([C:33]3[CH:34]=[N:35][C:36]([F:39])=[CH:37][CH:38]=3)[C@H:29]([CH3:30])[NH:31][C:18]([C:15]3[CH:16]=[N:17][S:13][N:14]=3)=[N:32]2)=[CH:26][CH:27]=1, predict the reactants needed to synthesize it.